From a dataset of Forward reaction prediction with 1.9M reactions from USPTO patents (1976-2016). Predict the product of the given reaction. (1) Given the reactants [CH2:1]([S:3][C:4]1[C:12]2[O:11][C:10]([CH3:14])([CH3:13])[CH2:9][C:8]=2[CH:7]=[C:6]([CH:15]=[C:16]([CH3:18])[CH3:17])[CH:5]=1)[CH3:2].[C:19]([C:21]1[CH:22]=[C:23]([CH:30]=[CH:31][CH:32]=1)[C:24]([O:26][CH:27]([CH3:29])[CH3:28])=[O:25])#[N:20].S(=O)(=O)(O)O.C(=O)([O-])O.[Na+], predict the reaction product. The product is: [CH:27]([O:26][C:24](=[O:25])[C:23]1[CH:30]=[CH:31][CH:32]=[C:21]([C:19]2[C:7]3[C:6](=[CH:5][C:4]([S:3][CH2:1][CH3:2])=[C:12]4[O:11][C:10]([CH3:13])([CH3:14])[CH2:9][C:8]4=3)[CH2:15][C:16]([CH3:17])([CH3:18])[N:20]=2)[CH:22]=1)([CH3:29])[CH3:28]. (2) Given the reactants [CH:1]1[C:15](=[O:16])[N:14]=[C:13]2[N:3]([CH:4]3[O:8][CH:7]([CH2:9][OH:10])[CH:6]([OH:11])[CH:5]3[O:12]2)[CH:2]=1.[ClH:17], predict the reaction product. The product is: [Cl:17][C@@H:5]1[C@H:6]([OH:11])[C@@H:7]([CH2:9][OH:10])[O:8][C@H:4]1[N:3]1[CH:2]=[CH:1][C:15](=[O:16])[NH:14][C:13]1=[O:12]. (3) Given the reactants [CH3:1][C:2]1[CH:7]=[C:6]([CH3:8])[N:5]=[C:4]([O:9][C@@H:10]([C@@:14]2([C:27]3[CH:32]=[CH:31][CH:30]=[CH:29][CH:28]=3)[NH:20][CH2:19][C:18](=[O:21])[N:17]([CH3:22])[C:16]3[CH:23]=[CH:24][CH:25]=[CH:26][C:15]2=3)[C:11]([OH:13])=[O:12])[N:3]=1.[CH3:33]O, predict the reaction product. The product is: [CH3:22][N:17]1[C:16]2[CH:23]=[CH:24][CH:25]=[CH:26][C:15]=2[C@:14]([C@H:10]([O:9][C:4]2[N:3]=[C:2]([CH3:1])[CH:7]=[C:6]([CH3:8])[N:5]=2)[C:11]([OH:13])=[O:12])([C:27]2[CH:28]=[CH:29][CH:30]=[CH:31][CH:32]=2)[N:20]([CH3:33])[CH2:19][C:18]1=[O:21]. (4) Given the reactants [O:1]1[C:6]2[CH:7]=[CH:8][C:9]([CH2:11][NH:12][C:13]3([CH3:19])[CH2:18][CH2:17][NH:16][CH2:15][CH2:14]3)=[CH:10][C:5]=2[O:4][CH2:3][CH2:2]1.[CH3:20][O:21][C:22]1[CH:31]=[C:30]2[C:25]([C:26]([CH3:36])=[CH:27][C:28](=[O:35])[N:29]2[CH2:32][CH:33]=O)=[CH:24][CH:23]=1.C(O[BH-](OC(=O)C)OC(=O)C)(=O)C.[Na+].C(=O)([O-])O.[Na+], predict the reaction product. The product is: [O:1]1[C:6]2[CH:7]=[CH:8][C:9]([CH2:11][NH:12][C:13]3([CH3:19])[CH2:14][CH2:15][N:16]([CH2:33][CH2:32][N:29]4[C:30]5[C:25](=[CH:24][CH:23]=[C:22]([O:21][CH3:20])[CH:31]=5)[C:26]([CH3:36])=[CH:27][C:28]4=[O:35])[CH2:17][CH2:18]3)=[CH:10][C:5]=2[O:4][CH2:3][CH2:2]1. (5) Given the reactants [CH3:1][C:2]1([CH3:18])[C@H:6]([NH:7]C(=O)C2C=CC=CC=2)[CH2:5][CH2:4][S:3]1(=[O:17])=[O:16].[ClH:19], predict the reaction product. The product is: [ClH:19].[CH3:1][C:2]1([CH3:18])[C@H:6]([NH2:7])[CH2:5][CH2:4][S:3]1(=[O:17])=[O:16]. (6) Given the reactants C(=O)([O-])[O-].[Na+].[Na+].Br[C:8]1[CH:9]=[C:10]([C:14]2[C:23]3[C:18](=[CH:19][C:20]([O:29][CH2:30][CH2:31][CH2:32][CH3:33])=[C:21]4[O:26][C:25]([CH3:28])([CH3:27])[CH2:24][C:22]4=3)[CH2:17][C:16]([CH3:35])([CH3:34])[N:15]=2)[CH:11]=[CH:12][CH:13]=1.[N:36]1[CH:41]=[CH:40][C:39](B(O)O)=[CH:38][CH:37]=1.C(OCC)(=O)C, predict the reaction product. The product is: [CH2:30]([O:29][C:20]1[CH:19]=[C:18]2[C:23](=[C:22]3[CH2:24][C:25]([CH3:28])([CH3:27])[O:26][C:21]=13)[C:14]([C:10]1[CH:11]=[CH:12][CH:13]=[C:8]([C:39]3[CH:40]=[CH:41][N:36]=[CH:37][CH:38]=3)[CH:9]=1)=[N:15][C:16]([CH3:34])([CH3:35])[CH2:17]2)[CH2:31][CH2:32][CH3:33]. (7) Given the reactants [CH2:1]([O:3][C:4]([C:6]1[N:7]([CH3:24])[C:8]([CH2:22][CH3:23])=[C:9]([C:20]#[N:21])[C:10]=1B1OC(C)(C)C(C)(C)O1)=[O:5])[CH3:2].Br[C:26]1[CH:41]=[CH:40][CH:39]=[CH:38][C:27]=1[O:28][CH2:29][CH2:30][NH:31][S:32]([CH:35]([CH3:37])[CH3:36])(=[O:34])=[O:33].C(=O)([O-])[O-].[Na+].[Na+].C(Cl)Cl, predict the reaction product. The product is: [CH2:1]([O:3][C:4]([C:6]1[N:7]([CH3:24])[C:8]([CH2:22][CH3:23])=[C:9]([C:20]#[N:21])[C:10]=1[C:40]1[CH:41]=[CH:26][C:27]([O:28][CH2:29][CH2:30][NH:31][S:32]([CH:35]([CH3:37])[CH3:36])(=[O:33])=[O:34])=[CH:38][CH:39]=1)=[O:5])[CH3:2]. (8) Given the reactants [Cl:1][C:2]1[CH:7]=[CH:6][CH:5]=[CH:4][C:3]=1[N:8]1[C:17](=[O:18])[C:16]2[C:11](=[CH:12][CH:13]=[C:14]([F:19])[CH:15]=2)[N:10]=[C:9]1[CH3:20].CO[CH:23](OC)[N:24]([CH3:26])[CH3:25], predict the reaction product. The product is: [Cl:1][C:2]1[CH:7]=[CH:6][CH:5]=[CH:4][C:3]=1[N:8]1[C:17](=[O:18])[C:16]2[C:11](=[CH:12][CH:13]=[C:14]([F:19])[CH:15]=2)[N:10]=[C:9]1[CH:20]=[CH:23][N:24]([CH3:26])[CH3:25]. (9) The product is: [ClH:24].[ClH:24].[C@H:12]12[CH2:14][C@H:9]([NH:8][CH2:13]1)[CH2:10][N:11]2[CH2:15][CH2:16][OH:17]. Given the reactants C(OC([N:8]1[CH2:13][CH:12]2[CH2:14][CH:9]1[CH2:10][N:11]2[CH2:15][CH2:16][O:17]C1CCCCO1)=O)(C)(C)C.[ClH:24], predict the reaction product. (10) Given the reactants [Br:1][C:2]1[N:7]=[C:6]([CH:8]=O)[CH:5]=[CH:4][CH:3]=1.[CH3:10][O:11][CH2:12][CH2:13][NH2:14], predict the reaction product. The product is: [Br:1][C:2]1[N:7]=[C:6]([CH2:8][NH:14][CH2:13][CH2:12][O:11][CH3:10])[CH:5]=[CH:4][CH:3]=1.